This data is from Full USPTO retrosynthesis dataset with 1.9M reactions from patents (1976-2016). The task is: Predict the reactants needed to synthesize the given product. (1) Given the product [CH3:1][O:2][C:3](=[O:14])[C:4]1[CH:9]=[CH:8][C:7]([CH2:10][CH2:11][CH2:12][O:13][S:23]([CH3:22])(=[O:25])=[O:24])=[CH:6][CH:5]=1, predict the reactants needed to synthesize it. The reactants are: [CH3:1][O:2][C:3](=[O:14])[C:4]1[CH:9]=[CH:8][C:7]([CH2:10][CH2:11][CH2:12][OH:13])=[CH:6][CH:5]=1.C(N(CC)CC)C.[CH3:22][S:23](Cl)(=[O:25])=[O:24]. (2) The reactants are: Br[C:2]1[CH:7]=[C:6]([N+:8]([O-:10])=[O:9])[CH:5]=[CH:4][C:3]=1[C:11]([C:14]1[CH2:15][CH2:16][N:17]([CH3:20])[CH2:18][CH:19]=1)([CH3:13])[CH3:12].CCN(C(C)C)C(C)C. Given the product [CH3:20][N:17]1[CH2:16][C:15]2[C:4]3[C:3](=[CH:2][CH:7]=[C:6]([N+:8]([O-:10])=[O:9])[CH:5]=3)[C:11]([CH3:13])([CH3:12])[C:14]=2[CH:19]=[CH:18]1, predict the reactants needed to synthesize it. (3) Given the product [Cl:1][C:2]1[CH:7]=[CH:6][C:5]([N:8]2[CH2:13][CH2:12][N:11]([CH2:19][CH3:20])[CH2:10][CH2:9]2)=[CH:4][C:3]=1[C:14]([F:15])([F:17])[F:16], predict the reactants needed to synthesize it. The reactants are: [Cl:1][C:2]1[CH:7]=[CH:6][C:5]([N:8]2[CH2:13][CH2:12][NH:11][CH2:10][CH2:9]2)=[CH:4][C:3]=1[C:14]([F:17])([F:16])[F:15].Br[CH2:19][CH3:20]. (4) Given the product [NH2:17][C:15]1[S:16][CH:10]=[C:9]([C:6]2[CH:7]=[CH:8][C:3]([C:2]([F:13])([F:12])[F:1])=[CH:4][CH:5]=2)[N:14]=1, predict the reactants needed to synthesize it. The reactants are: [F:1][C:2]([F:13])([F:12])[C:3]1[CH:8]=[CH:7][C:6]([C:9](=O)[CH3:10])=[CH:5][CH:4]=1.[NH2:14][C:15]([NH2:17])=[S:16]. (5) Given the product [Cl:32][C:33]1[N:38]=[CH:37][C:36]([S:39]([N:8]2[CH2:17][CH2:16][C:15]3[C@:10]([CH2:28][O:29][CH2:30][CH3:31])([CH2:11][C:12]4[CH:20]=[N:19][N:18]([C:21]5[CH:26]=[CH:25][C:24]([F:27])=[CH:23][CH:22]=5)[C:13]=4[CH:14]=3)[CH2:9]2)(=[O:41])=[O:40])=[CH:35][CH:34]=1, predict the reactants needed to synthesize it. The reactants are: C(OC([N:8]1[CH2:17][CH2:16][C:15]2[C@:10]([CH2:28][O:29][CH2:30][CH3:31])([CH2:11][C:12]3[CH:20]=[N:19][N:18]([C:21]4[CH:26]=[CH:25][C:24]([F:27])=[CH:23][CH:22]=4)[C:13]=3[CH:14]=2)[CH2:9]1)=O)(C)(C)C.[Cl:32][C:33]1[N:38]=[CH:37][C:36]([S:39](Cl)(=[O:41])=[O:40])=[CH:35][CH:34]=1.